Dataset: Forward reaction prediction with 1.9M reactions from USPTO patents (1976-2016). Task: Predict the product of the given reaction. (1) Given the reactants [CH3:1][C:2]1[C:6]([C:7]2[CH:8]=[C:9]3[NH:15][CH:14]=[CH:13][C:10]3=[N:11][CH:12]=2)=[C:5]([CH3:16])[O:4][N:3]=1.[H-].[Na+].Cl[CH:20]([C:22]1[CH:27]=[CH:26][CH:25]=[CH:24][CH:23]=1)[CH3:21].O, predict the reaction product. The product is: [CH3:1][C:2]1[C:6]([C:7]2[CH:8]=[C:9]3[N:15]([CH:20]([C:22]4[CH:27]=[CH:26][CH:25]=[CH:24][CH:23]=4)[CH3:21])[CH:14]=[CH:13][C:10]3=[N:11][CH:12]=2)=[C:5]([CH3:16])[O:4][N:3]=1. (2) The product is: [CH3:1][N:2]1[C:7](=[O:8])[CH:6]=[CH:5][C:4]([C:9]2[CH:10]=[C:11]([CH:14]=[CH:15][C:16]=2[O:17][C:18]2[CH:23]=[CH:22][CH:21]=[CH:20][CH:19]=2)[C:12]([NH2:13])=[O:24])=[N:3]1. Given the reactants [CH3:1][N:2]1[C:7](=[O:8])[CH:6]=[CH:5][C:4]([C:9]2[CH:10]=[C:11]([CH:14]=[CH:15][C:16]=2[O:17][C:18]2[CH:23]=[CH:22][CH:21]=[CH:20][CH:19]=2)[C:12]#[N:13])=[N:3]1.[OH2:24].[OH-].[Li+], predict the reaction product. (3) Given the reactants CS(O[CH:6]1[CH2:9][N:8]([CH:10]([C:17]2[CH:22]=[CH:21][CH:20]=[CH:19][CH:18]=2)[C:11]2[CH:16]=[CH:15][CH:14]=[CH:13][CH:12]=2)[CH2:7]1)(=O)=O.[NH:23]1[CH2:27][CH2:26][CH:25]([OH:28])[CH2:24]1.C(N(CC)CC)C, predict the reaction product. The product is: [C:11]1([CH:10]([C:17]2[CH:22]=[CH:21][CH:20]=[CH:19][CH:18]=2)[N:8]2[CH2:9][CH:6]([N:23]3[CH2:27][CH2:26][CH:25]([OH:28])[CH2:24]3)[CH2:7]2)[CH:16]=[CH:15][CH:14]=[CH:13][CH:12]=1. (4) Given the reactants [F:1][C:2]1[CH:7]=[C:6]([N:8]2[CH:13]=[CH:12][CH:11]=[CH:10][C:9]2=[O:14])[CH:5]=[CH:4][C:3]=1[NH:15][C:16]([N:18]1[CH2:22][C:21](=O)[C@H:20]([CH2:24][NH:25][C:26]([C:28]2[S:29][C:30]([Cl:33])=[CH:31][CH:32]=2)=[O:27])[CH2:19]1)=[O:17].C1COCC1.[CH3:39][NH2:40].[OH-].[Na+], predict the reaction product. The product is: [F:1][C:2]1[CH:7]=[C:6]([N:8]2[CH:13]=[CH:12][CH:11]=[CH:10][C:9]2=[O:14])[CH:5]=[CH:4][C:3]=1[NH:15][C:16]([N:18]1[CH2:22][CH:21]([NH:40][CH3:39])[C@H:20]([CH2:24][NH:25][C:26]([C:28]2[S:29][C:30]([Cl:33])=[CH:31][CH:32]=2)=[O:27])[CH2:19]1)=[O:17].